Dataset: Reaction yield outcomes from USPTO patents with 853,638 reactions. Task: Predict the reaction yield, written as a fraction of the theoretical maximum amount of product (1.0 means a 100% yield; for example, 0.34 means a 34% yield). (1) The reactants are [CH2:1]([Li])CCC.[Br:6][C:7]1[CH:8]=[CH:9][C:10]([O:15][CH:16]([CH3:18])[CH3:17])=[C:11]([CH:14]=1)[CH:12]=O.[Cl-].[NH4+]. The catalyst is [Br-].C[P+](C1C=CC=CC=1)(C1C=CC=CC=1)C1C=CC=CC=1.C1COCC1.COC(C)(C)C.CCCCCC. The product is [Br:6][C:7]1[CH:8]=[CH:9][C:10]([O:15][CH:16]([CH3:18])[CH3:17])=[C:11]([CH:12]=[CH2:1])[CH:14]=1. The yield is 0.950. (2) The reactants are [CH:1]([C:4]1[CH:9]=[C:8]([O:10][CH3:11])[CH:7]=[CH:6][C:5]=1[S:12]([C:15]1[CH:20]=[CH:19][C:18]([CH3:21])=[CH:17][CH:16]=1)(=[O:14])=[O:13])([CH3:3])[CH3:2].[C:22](Cl)(=[O:24])[CH3:23].[Al+3].[Cl-].[Cl-].[Cl-]. The catalyst is ClCCCl. The yield is 0.790. The product is [CH:1]([C:4]1[C:5]([S:12]([C:15]2[CH:16]=[CH:17][C:18]([CH3:21])=[CH:19][CH:20]=2)(=[O:13])=[O:14])=[CH:6][C:7]([C:22](=[O:24])[CH3:23])=[C:8]([O:10][CH3:11])[CH:9]=1)([CH3:3])[CH3:2]. (3) The reactants are [Cl-].[Cl-].[Cl-].[Ce+3].[CH3:5][C:6]([CH3:13])([C:8](=[O:12])[CH2:9][CH2:10][CH3:11])[CH3:7].[CH3:14][CH:15]([OH:18])[C:16]#[CH:17].C([Mg]Cl)C.[Cl-].[Cl-].[Cl-].[Ce+3].CC(C)(C(=O)CCC)C.Cl. The catalyst is O1CCCC1. The product is [C:6]([C:8]([OH:12])([CH2:9][CH2:10][CH3:11])[C:17]#[C:16][CH:15]([OH:18])[CH3:14])([CH3:13])([CH3:7])[CH3:5]. The yield is 0.840. (4) The reactants are [ClH:1].CO[C:4](=O)[CH:5]([NH2:12])[CH2:6][CH2:7][CH2:8][CH2:9][C:10]#[CH:11].[N:14]#[C:15][NH2:16]. No catalyst specified. The product is [ClH:1].[CH2:6]([C:5]1[N:12]=[C:15]([NH2:16])[NH:14][CH:4]=1)[CH2:7][CH2:8][CH2:9][C:10]#[CH:11]. The yield is 0.870. (5) The reactants are COC[N:4]1[C:12]2[C:7](=[CH:8][CH:9]=[CH:10][C:11]=2[NH:13][S:14]([C:17]2[S:18][CH:19]=[CH:20][CH:21]=2)(=[O:16])=[O:15])[CH:6]=[C:5]1[C:22]([NH2:24])=[O:23].I[CH:26]([CH3:28])[CH3:27].C(=O)([O-])[O-].[K+].[K+].O.O.C(O)(=O)C(O)=O. The catalyst is C(OCC)(=O)C.[Cl-].[Na+].O.O.CO.CN(C)C(=O)C. The product is [CH:26]([N:13]([S:14]([C:17]1[S:18][CH:19]=[CH:20][CH:21]=1)(=[O:15])=[O:16])[C:11]1[CH:10]=[CH:9][CH:8]=[C:7]2[C:12]=1[NH:4][C:5]([C:22]([NH2:24])=[O:23])=[CH:6]2)([CH3:28])[CH3:27]. The yield is 0.340. (6) The reactants are Br[C:2]([CH3:13])([C:8]([O:10][CH2:11][CH3:12])=[O:9])[C:3]([O:5][CH2:6][CH3:7])=[O:4].[F-].[K+].[N+:16]([C:19]1[CH:20]=[C:21]([OH:25])[CH:22]=[CH:23][CH:24]=1)([O-:18])=[O:17]. The catalyst is CN(C=O)C.O. The product is [CH3:13][C:2]([O:25][C:21]1[CH:22]=[CH:23][CH:24]=[C:19]([N+:16]([O-:18])=[O:17])[CH:20]=1)([C:8]([O:10][CH2:11][CH3:12])=[O:9])[C:3]([O:5][CH2:6][CH3:7])=[O:4]. The yield is 0.800. (7) The reactants are [CH3:1][CH:2]1[CH2:7][C:6](=[O:8])[CH:5]=[C:4]([C:9]2[CH:14]=[CH:13][N:12]=[CH:11][C:10]=2[N+:15]([O-:17])=[O:16])[CH2:3]1.[BH4-].[Na+]. The catalyst is CCO. The product is [CH3:1][C@@H:2]1[CH2:7][C@H:6]([OH:8])[CH:5]=[C:4]([C:9]2[CH:14]=[CH:13][N:12]=[CH:11][C:10]=2[N+:15]([O-:17])=[O:16])[CH2:3]1. The yield is 0.940. (8) The reactants are [C:1]([O:5][C:6]([NH:8][C:9]1[C:13]2=[N:14][CH:15]=[C:16]([C:18]([CH3:20])=[CH2:19])[CH:17]=[C:12]2[O:11][C:10]=1[C:21]([O:23][CH2:24][CH3:25])=[O:22])=[O:7])([CH3:4])([CH3:3])[CH3:2]. The catalyst is [Pd].CO. The product is [C:1]([O:5][C:6]([NH:8][C:9]1[C:13]2=[N:14][CH:15]=[C:16]([CH:18]([CH3:20])[CH3:19])[CH:17]=[C:12]2[O:11][C:10]=1[C:21]([O:23][CH2:24][CH3:25])=[O:22])=[O:7])([CH3:2])([CH3:3])[CH3:4]. The yield is 0.960.